Dataset: Drug-target binding data from BindingDB using Kd measurements. Task: Regression. Given a target protein amino acid sequence and a drug SMILES string, predict the binding affinity score between them. We predict pKd (pKd = -log10(Kd in M); higher means stronger binding). Dataset: bindingdb_kd. (1) The small molecule is CC(C)(c1ccc(O)cc1)c1ccc(O)cc1. The target protein (Q15382) has sequence MPQSKSRKIAILGYRSVGKSSLTIQFVEGQFVDSYDPTIENTFTKLITVNGQEYHLQLVDTAGQDEYSIFPQTYSIDINGYILVYSVTSIKSFEVIKVIHGKLLDMVGKVQIPIMLVGNKKDLHMERVISYEEGKALAESWNAAFLESSAKENQTAVDVFRRIILEAEKMDGAASQGKSSCSVM. The pKd is 2.7. (2) The compound is O=c1c(O)c(-c2ccc(O)c(O)c2)oc2cc(O)cc(O)c12. The target protein sequence is NQSSNFGPMKGGNFGGRSSGPYGGGGQYFAKPRNQGGYGGSSSSSSYGSGRRF. The pKd is 5.8. (3) The compound is NS(=O)(=O)c1cccc(C(=O)Cn2cnc3ccccc32)c1. The target protein (P00916) has sequence MASPDWGYDDKNGPEQWSKLYPIANGNNQSPVDIKTSEAKHDTSLKPISVSYNPATAKEIINVGHSFHVNFEDNDNRSVLKGGPFSDSYRLFQFHFHWGSSNEYGSEHTVDGVKYSSELHIVHWNSAKYSSLAEAVSKADGLAVIGVLMKVGEANPKLQKVLDALHAIKTKGKRAPFTNFDPSTLLPSSLDFWTYSGSLTHPPLYESVTWIICKESISVSSEQLAQFRSLLSNVEGSNPVPIQRNNRPTQPLKGRTVRASF. The pKd is 8.1. (4) The target protein sequence is MIGELLLLLAAGLALYGWYFCKSFNTTRPTDPPVVHGTTPFVGHIIQFGKDPLGFMLKAKKKYGGIFTMNICGNRITVVGDVHQHSKFFTPRNEILSPREVYSFMVPVFGEGVAYAAPYPRMREQLNFLAEELTVAKFQNFAPSIQHEVRKFMKANWNKDEGEINILDDCSAMIINTACQCLFGEDLRKRLDARQFAQLLAKMESCLIPAAVFLPWILKLPLPQSYRCRDARAELQDILSEIIIAREKEEAQKDTNTSDLLAGLLGAVYRDGTRMSQHEVCGMIVAAMFAGQHTSTITTTWSLLHLMDPRNKRHLAKLHQEIDEFPAQLNYDNVMEEMPFAEQCARESIRRDPPLVMLMRKVLKPVQVGKYVVPEGDIIACSPLLSHQDEEAFPNPREWNPERNMKLVDGAFCGFGAGVHKCIGEKFGLLQVKTVLATVLRDYDFELLGPLPEPNYHTMVVGPTASQCRVKYIKKKKAAA. The drug is O=C([C@@H](c1ccc(Cl)cc1)c1cccnc1)N1CCN(c2ccc(C(F)(F)F)cc2)CC1. The pKd is 6.8. (5) The pKd is 4.8. The target protein sequence is MAELKLGYKASAEQFAPRELVELAVAAEAHGMDSATVSDHFQPARHQGGHAPFSLSWMTAVGERTNRLLLGTSVLTPTFRYNPAVIAQAFATMGCLYPNRVFLGVGTGEALNEIATGYEGAWPEFKERFARLRESVGLMRQLWSGDRVDFDGDYYRLKGASIYDVPDGGVPVYIAAGGPAVAKYAGRAGDGFICTSGKGEELYTEKLMPAVREGAAAADRSVDGIDKMIEIKISYDPDPELALNNTRFWAPLSLTAEQKHSIDDPIEMEKAADALPIEQIAKRWIVASDPDEAVEKVGQYVTWGLNHLVFHAPGHDQRRFLELFQSDLAPRLRRLG. The compound is O=C[C@H](O)[C@@H](O)[C@@H](O)[C@H](O)COP(=O)(O)O. (6) The pKd is 5.3. The drug is CSCC[C@H](NC(=O)[C@@H](NC(=O)[C@@H](NC(=O)[C@H](CCC(=O)O)NC(=O)[C@H](Cc1c[nH]c2ccccc12)NC(=O)[C@H](CCC(=O)O)NC(=O)[C@H](CCC(=O)O)NC(=O)[C@H](CCC(N)=O)NC(=O)[C@H](CC(C)C)NC(=S)Nc1ccc2c(c1)C(=O)OC21c2ccc(O)cc2Oc2cc(O)ccc21)[C@@H](C)O)C(C)C)C(=O)O. The target protein sequence is MSADAAAGAPLPRLCCLEKGPNGYGFHLHGEKGKLGQYIRLVEPGSPAEKAGLLAGDRLVEVNGENVEKETHQQVVSRIRAALNAVRLLVVDPETDEQLQKLGVQVREELLRAQEAPGQAEPPAAAEVQGAGNENEPREA. (7) The small molecule is COc1cc2c(N3CCN(C(=O)Nc4ccc(OC(C)C)cc4)CC3)ncnc2cc1OCCCN1CCCCC1. The target protein (Q9UKI8) has sequence MSVQSSSGSLEGPPSWSQLSTSPTPGSAAAARSLLNHTPPSGRPREGAMDELHSLDPRRQELLEARFTGVASGSTGSTGSCSVGAKASTNNESSNHSFGSLGSLSDKESETPEKKQSESSRGRKRKAENQNESSQGKSIGGRGHKISDYFEYQGGNGSSPVRGIPPAIRSPQNSHSHSTPSSSVRPNSPSPTALAFGDHPIVQPKQLSFKIIQTDLTMLKLAALESNKIQDLEKKEGRIDDLLRANCDLRRQIDEQQKLLEKYKERLNKCISMSKKLLIEKSTQEKLSSREKSMQDRLRLGHFTTVRHGASFTEQWTDGFAFQNLVKQQEWVNQQREDIERQRKLLAKRKPPTANNSQAPSTNSEPKQRKNKAVNGAENDPFVRPNLPQLLTLAEYHEQEEIFKLRLGHLKKEEAEIQAELERLERVRNLHIRELKRINNEDNSQFKDHPTLNERYLLLHLLGRGGFSEVYKAFDLYEQRYAAVKIHQLNKSWRDEKKEN.... The pKd is 5.0. (8) The compound is C=CC(=O)Nc1cc2c(Nc3ccc(F)c(Cl)c3)ncnc2cc1OCCCN1CCOCC1. The target protein (P9WI81) has sequence MTTPSHLSDRYELGEILGFGGMSEVHLARDLRLHRDVAVKVLRADLARDPSFYLRFRREAQNAAALNHPAIVAVYDTGEAETPAGPLPYIVMEYVDGVTLRDIVHTEGPMTPKRAIEVIADACQALNFSHQNGIIHRDVKPANIMISATNAVKVMDFGIARAIADSGNSVTQTAAVIGTAQYLSPEQARGDSVDARSDVYSLGCVLYEVLTGEPPFTGDSPVSVAYQHVREDPIPPSARHEGLSADLDAVVLKALAKNPENRYQTAAEMRADLVRVHNGEPPEAPKVLTDAERTSLLSSAAGNLSGPRTDPLPRQDLDDTDRDRSIGSVGRWVAVVAVLAVLTVVVTIAINTFGGITRDVQVPDVRGQSSADAIATLQNRGFKIRTLQKPDSTIPPDHVIGTDPAANTSVSAGDEITVNVSTGPEQREIPDVSTLTYAEAVKKLTAAGFGRFKQANSPSTPELVGKVIGTNPPANQTSAITNVVIIIVGSGPATKDIPDV.... The pKd is 5.0. (9) The drug is N#CC[C@H](C1CCCC1)n1cc(-c2ncnc3[nH]ccc23)cn1. The target protein (Q9P286) has sequence MFGKKKKKIEISGPSNFEHRVHTGFDPQEQKFTGLPQQWHSLLADTANRPKPMVDPSCITPIQLAPMKTIVRGNKPCKETSINGLLEDFDNISVTRSNSLRKESPPTPDQGASSHGPGHAEENGFITFSQYSSESDTTADYTTEKYREKSLYGDDLDPYYRGSHAAKQNGHVMKMKHGEAYYSEVKPLKSDFARFSADYHSHLDSLSKPSEYSDLKWEYQRASSSSPLDYSFQFTPSRTAGTSGCSKESLAYSESEWGPSLDDYDRRPKSSYLNQTSPQPTMRQRSRSGSGLQEPMMPFGASAFKTHPQGHSYNSYTYPRLSEPTMCIPKVDYDRAQMVLSPPLSGSDTYPRGPAKLPQSQSKSGYSSSSHQYPSGYHKATLYHHPSLQSSSQYISTASYLSSLSLSSSTYPPPSWGSSSDQQPSRVSHEQFRAALQLVVSPGDPREYLANFIKIGEGSTGIVCIATEKHTGKQVAVKKMDLRKQQRRELLFNEVVIMRD.... The pKd is 5.9. (10) The drug is NC(=NN=Cc1cccnc1)NN=Cc1cccnc1. The target protein sequence is MDTLAPESTRQNLRSQRLNLLTNEPHQRLESLVKSKEPFASRDNFARFVAAQYLFQHDLEPLYRNEALARLFPGLASRARDDAARADLADLGHPVPEGDQSVREADLSLAEALGWLFVSEGSKLGAAFLFKKAAALELDENFGARHLAEPEGGRAQGWKSFVAILDGIELNEEEERLAAKGASDAFNRFGDLLERTFA. The pKd is 4.8.